The task is: Regression. Given two drug SMILES strings and cell line genomic features, predict the synergy score measuring deviation from expected non-interaction effect.. This data is from NCI-60 drug combinations with 297,098 pairs across 59 cell lines. (1) Drug 1: C(CCl)NC(=O)N(CCCl)N=O. Drug 2: CC1C(C(CC(O1)OC2CC(CC3=C2C(=C4C(=C3O)C(=O)C5=CC=CC=C5C4=O)O)(C(=O)C)O)N)O. Cell line: U251. Synergy scores: CSS=46.0, Synergy_ZIP=-4.24, Synergy_Bliss=-2.03, Synergy_Loewe=2.00, Synergy_HSA=3.12. (2) Drug 1: CCC1(CC2CC(C3=C(CCN(C2)C1)C4=CC=CC=C4N3)(C5=C(C=C6C(=C5)C78CCN9C7C(C=CC9)(C(C(C8N6C=O)(C(=O)OC)O)OC(=O)C)CC)OC)C(=O)OC)O.OS(=O)(=O)O. Drug 2: C1=NC2=C(N1)C(=S)N=CN2. Cell line: MCF7. Synergy scores: CSS=40.6, Synergy_ZIP=-13.8, Synergy_Bliss=-7.72, Synergy_Loewe=-6.67, Synergy_HSA=-3.45. (3) Drug 1: CC1C(C(CC(O1)OC2CC(CC3=C2C(=C4C(=C3O)C(=O)C5=C(C4=O)C(=CC=C5)OC)O)(C(=O)C)O)N)O.Cl. Drug 2: CS(=O)(=O)OCCCCOS(=O)(=O)C. Cell line: HCT-15. Synergy scores: CSS=32.7, Synergy_ZIP=11.1, Synergy_Bliss=14.7, Synergy_Loewe=-0.329, Synergy_HSA=10.2.